This data is from Forward reaction prediction with 1.9M reactions from USPTO patents (1976-2016). The task is: Predict the product of the given reaction. (1) Given the reactants [S:1]1[CH:5]=[CH:4][CH:3]=[C:2]1[C:6]1[CH:11]=[C:10]([C:12]([N:14]2[CH2:18][CH2:17][CH2:16][CH2:15]2)=[O:13])[CH:9]=[CH:8][N:7]=1.BrC1C=C(C(N2CCOCC2)=[O:27])C=CN=1.C([Sn](CCCC)(CCCC)C1SC=CC=1)CCC, predict the reaction product. The product is: [S:1]1[CH:5]=[CH:4][CH:3]=[C:2]1[C:6]1[CH:11]=[C:10]([C:12]([N:14]2[CH2:18][CH2:17][O:27][CH2:16][CH2:15]2)=[O:13])[CH:9]=[CH:8][N:7]=1. (2) The product is: [CH2:4]([N:3]([CH2:1][CH3:2])[CH2:6][C:7]1[CH:12]=[CH:11][N:10]=[C:9]([F:13])[C:8]=1[CH2:14][NH2:15])[CH3:5]. Given the reactants [CH2:1]([N:3]([CH2:6][C:7]1[CH:12]=[CH:11][N:10]=[C:9]([F:13])[C:8]=1[CH:14]=[N:15]O)[CH2:4][CH3:5])[CH3:2].[OH-].[Na+], predict the reaction product. (3) Given the reactants CS(C1C=[CH:9][C:8]([N:11]2[CH2:16][CH2:15][CH:14]([CH:17]3[CH2:22][CH2:21][N:20]([C:23]([O:25][C:26]([CH3:29])([CH3:28])[CH3:27])=[O:24])[CH2:19][CH2:18]3)[CH2:13][CH2:12]2)=CC=1)(=O)=O.C[N:31](C)[CH2:32][CH2:33][N:34](C)C.C1(P(C2C=CC=CC=2)CCCCCP(C2C=CC=CC=2)C2C=CC=CC=2)C=CC=CC=1.[C-:69]#[N:70].[K+], predict the reaction product. The product is: [C:69]([C:32]1[N:31]=[C:8]([N:11]2[CH2:16][CH2:15][CH:14]([CH:17]3[CH2:18][CH2:19][N:20]([C:23]([O:25][C:26]([CH3:28])([CH3:29])[CH3:27])=[O:24])[CH2:21][CH2:22]3)[CH2:13][CH2:12]2)[CH:9]=[N:34][CH:33]=1)#[N:70]. (4) Given the reactants [CH3:1][O:2][C:3](=[O:12])[C:4]1[CH:9]=[CH:8][C:7]([CH3:10])=[CH:6][C:5]=1[NH2:11].C(N(CC)CC)C.[C:20](Cl)(=[O:24])[CH2:21][CH2:22][CH3:23], predict the reaction product. The product is: [CH3:1][O:2][C:3](=[O:12])[C:4]1[CH:9]=[CH:8][C:7]([CH3:10])=[CH:6][C:5]=1[NH:11][C:20](=[O:24])[CH2:21][CH2:22][CH3:23]. (5) Given the reactants [N+:1]([C:4]1[CH:5]=[C:6]([CH:22]=[CH:23][CH:24]=1)[CH2:7][O:8][C:9]1[CH:10]=[C:11]2[C:15](=[CH:16][CH:17]=1)[N:14]([CH3:18])[C:13]([NH2:19])=[C:12]2[C:20]#[N:21])([O-])=O.C([O-])([O-])=O.[K+].[K+], predict the reaction product. The product is: [NH2:1][C:4]1[CH:5]=[C:6]([CH:22]=[CH:23][CH:24]=1)[CH2:7][O:8][C:9]1[CH:10]=[C:11]2[C:15](=[CH:16][CH:17]=1)[N:14]([CH3:18])[C:13]([NH2:19])=[C:12]2[C:20]#[N:21]. (6) Given the reactants [ClH:1].[CH3:2][N:3]1[CH2:28][CH2:27][C@:5]2([NH:9][C@@H:8]([C:10]3[CH:15]=[C:14]([C:16]4[CH:21]=[CH:20][CH:19]=[C:18]([O:22][C:23]([F:26])([F:25])[F:24])[CH:17]=4)[CH:13]=[CH:12][N:11]=3)[CH2:7][CH2:6]2)[C:4]1=[O:29].Cl, predict the reaction product. The product is: [ClH:1].[CH3:2][N:3]1[CH2:28][CH2:27][C:5]2([NH:9][CH:8]([C:10]3[CH:15]=[C:14]([C:16]4[CH:21]=[CH:20][CH:19]=[C:18]([O:22][C:23]([F:25])([F:26])[F:24])[CH:17]=4)[CH:13]=[CH:12][N:11]=3)[CH2:7][CH2:6]2)[C:4]1=[O:29]. (7) Given the reactants Br[C:2]1[N:7]2[CH:8]=[C:9]([CH2:11][O:12][C:13]3[CH:22]=[CH:21][C:20]4[C:15](=[CH:16][CH:17]=[CH:18][CH:19]=4)[N:14]=3)[N:10]=[C:6]2[C:5]([N:23]2[CH2:28][CH2:27][O:26][CH2:25][CH2:24]2)=[N:4][CH:3]=1.[N:29]1[CH:34]=[CH:33][CH:32]=[C:31](B2OC(C)(C)C(C)(C)O2)[CH:30]=1, predict the reaction product. The product is: [N:29]1[CH:34]=[CH:33][CH:32]=[C:31]([C:2]2[N:7]3[CH:8]=[C:9]([CH2:11][O:12][C:13]4[CH:22]=[CH:21][C:20]5[C:15](=[CH:16][CH:17]=[CH:18][CH:19]=5)[N:14]=4)[N:10]=[C:6]3[C:5]([N:23]3[CH2:24][CH2:25][O:26][CH2:27][CH2:28]3)=[N:4][CH:3]=2)[CH:30]=1. (8) Given the reactants FC(F)(F)S(O[C:7]1[C:8]2[CH:9]=[CH:10][CH:11]=[N:12][C:13]=2[CH2:14][CH2:15][CH:16]=1)(=O)=O.[C:19]1(B(O)O)[CH:24]=[CH:23][CH:22]=[CH:21][CH:20]=1.[Li+].[Cl-].C([O-])([O-])=O.[Na+].[Na+], predict the reaction product. The product is: [C:19]1([C:7]2[C:8]3[CH:9]=[CH:10][CH:11]=[N:12][C:13]=3[CH2:14][CH2:15][CH:16]=2)[CH:24]=[CH:23][CH:22]=[CH:21][CH:20]=1.